From a dataset of Full USPTO retrosynthesis dataset with 1.9M reactions from patents (1976-2016). Predict the reactants needed to synthesize the given product. (1) Given the product [CH2:1]([O:8][C:9]1[C:14]([C:26]2[CH:27]=[C:28]3[C:33](=[CH:34][CH:35]=2)[N:32]=[C:31]([NH:36][CH:37]([CH2:39][CH2:40][CH2:41][N:42]([CH2:45][CH3:46])[CH2:43][CH3:44])[CH3:38])[N:30]=[CH:29]3)=[C:13]([CH3:24])[CH:12]=[CH:11][N:10]=1)[C:2]1[CH:3]=[CH:4][CH:5]=[CH:6][CH:7]=1, predict the reactants needed to synthesize it. The reactants are: [CH2:1]([O:8][C:9]1[C:14](B2OC(C)(C)C(C)(C)O2)=[C:13]([CH3:24])[CH:12]=[CH:11][N:10]=1)[C:2]1[CH:7]=[CH:6][CH:5]=[CH:4][CH:3]=1.Br[C:26]1[CH:27]=[C:28]2[C:33](=[CH:34][CH:35]=1)[N:32]=[C:31]([NH:36][CH:37]([CH2:39][CH2:40][CH2:41][N:42]([CH2:45][CH3:46])[CH2:43][CH3:44])[CH3:38])[N:30]=[CH:29]2.C(=O)([O-])[O-].[Na+].[Na+]. (2) Given the product [F:1][C:2]1[CH:3]=[C:4]([CH:29]=[C:30]([N:32]2[CH2:37][CH2:36][O:35][CH2:34][CH2:33]2)[CH:31]=1)[C:5]([NH:7][C:8]1[C:17]2[C:12](=[CH:13][CH:14]=[CH:15][CH:16]=2)[C:11]([O:18][C:19]2[CH:24]=[CH:23][N:22]=[C:21]([N:42]3[CH2:43][CH2:44][N:39]([CH3:38])[CH2:40][CH2:41]3)[N:20]=2)=[CH:10][CH:9]=1)=[O:6], predict the reactants needed to synthesize it. The reactants are: [F:1][C:2]1[CH:3]=[C:4]([CH:29]=[C:30]([N:32]2[CH2:37][CH2:36][O:35][CH2:34][CH2:33]2)[CH:31]=1)[C:5]([NH:7][C:8]1[C:17]2[C:12](=[CH:13][CH:14]=[CH:15][CH:16]=2)[C:11]([O:18][C:19]2[CH:24]=[CH:23][N:22]=[C:21](S(C)(=O)=O)[N:20]=2)=[CH:10][CH:9]=1)=[O:6].[CH3:38][N:39]1[CH2:44][CH2:43][NH:42][CH2:41][CH2:40]1.